This data is from Forward reaction prediction with 1.9M reactions from USPTO patents (1976-2016). The task is: Predict the product of the given reaction. (1) Given the reactants [Cl:1][C:2]1[S:3][C:4]([S:15]([CH3:18])(=[O:17])=[O:16])=[C:5]2[C:10]3[N:11]=[C:12]([NH2:14])[S:13][C:9]=3[CH2:8][CH2:7][C:6]=12.[Cl:19][C:20]1[C:21]([CH3:30])=[C:22]([S:26](Cl)(=[O:28])=[O:27])[CH:23]=[CH:24][CH:25]=1, predict the reaction product. The product is: [Cl:19][C:20]1[C:21]([CH3:30])=[C:22]([S:26]([NH:14][C:12]2[S:13][C:9]3[CH2:8][CH2:7][C:6]4=[C:2]([Cl:1])[S:3][C:4]([S:15]([CH3:18])(=[O:17])=[O:16])=[C:5]4[C:10]=3[N:11]=2)(=[O:28])=[O:27])[CH:23]=[CH:24][CH:25]=1. (2) The product is: [Cl:2][C:3]1[CH:23]=[CH:22][C:6]([C:7]([N:9]2[CH2:10][CH2:11][NH:12][CH2:13][CH2:14]2)=[O:8])=[CH:5][C:4]=1[N:24]([CH3:45])[C:25]([C:27]1[S:44][C:30]2[C:31]3[CH:39]=[CH:38][C:37]([C:40]([NH:41][CH3:42])=[O:43])=[CH:36][C:32]=3[O:33][CH2:34][CH2:35][C:29]=2[CH:28]=1)=[O:26]. Given the reactants Cl.[Cl:2][C:3]1[CH:23]=[CH:22][C:6]([C:7]([N:9]2[CH2:14][CH2:13][N:12](C(OC(C)(C)C)=O)[CH2:11][CH2:10]2)=[O:8])=[CH:5][C:4]=1[N:24]([CH3:45])[C:25]([C:27]1[S:44][C:30]2[C:31]3[CH:39]=[CH:38][C:37]([C:40](=[O:43])[NH:41][CH3:42])=[CH:36][C:32]=3[O:33][CH2:34][CH2:35][C:29]=2[CH:28]=1)=[O:26], predict the reaction product.